Dataset: Reaction yield outcomes from USPTO patents with 853,638 reactions. Task: Predict the reaction yield, written as a fraction of the theoretical maximum amount of product (1.0 means a 100% yield; for example, 0.34 means a 34% yield). (1) The product is [Cl:1][C:2]1[CH:3]=[CH:4][C:5]([OH:11])=[C:6]([CH:10]=1)[C:7]([NH:12][C:13]1[S:14][C:15]([C:22](=[O:27])[C:23]([CH3:26])([CH3:25])[CH3:24])=[C:16]([C:18]([CH3:20])([CH3:21])[CH3:19])[N:17]=1)=[O:9]. The reactants are [Cl:1][C:2]1[CH:10]=[C:6]([C:7]([OH:9])=O)[C:5]([OH:11])=[CH:4][CH:3]=1.[NH2:12][C:13]1[S:14][C:15]([C:22](=[O:27])[C:23]([CH3:26])([CH3:25])[CH3:24])=[C:16]([C:18]([CH3:21])([CH3:20])[CH3:19])[N:17]=1. The catalyst is ClC1C=CC=CC=1. The yield is 0.484. (2) The reactants are [CH3:1][O:2][C:3]1[CH:4]=[C:5]2[C:10](=[CH:11][CH:12]=1)[CH:9]=[C:8]([C@H:13]([CH3:17])[C:14]([OH:16])=[O:15])[CH:7]=[CH:6]2.[S:18]([CH2:22][CH2:23]O)[CH2:19][CH2:20][OH:21].Cl.CN(C)CCCN=C=NCC.CCOCC.CCCCCC. The catalyst is ClCCl. The product is [CH3:1][O:2][C:3]1[CH:4]=[C:5]2[C:10](=[CH:11][CH:12]=1)[CH:9]=[C:8]([C@H:13]([CH3:17])[C:14]([O:16][CH2:23][CH2:22][S:18][CH2:19][CH2:20][OH:21])=[O:15])[CH:7]=[CH:6]2. The yield is 0.810.